This data is from Catalyst prediction with 721,799 reactions and 888 catalyst types from USPTO. The task is: Predict which catalyst facilitates the given reaction. (1) Reactant: Cl.Cl.[NH2:3][C:4]1[C:5]([C:9]2[N:10]([CH2:26][CH3:27])[C:11]3[C:16]([C:17]([N:19]4[CH2:24][CH2:23][NH:22][CH2:21][CH2:20]4)=[O:18])=[CH:15][N:14]=[CH:13][C:12]=3[N:25]=2)=[N:6][O:7][N:8]=1.O=[CH:29][CH2:30][NH:31][C:32](=[O:38])[O:33][C:34]([CH3:37])([CH3:36])[CH3:35]. Product: [C:34]([O:33][C:32](=[O:38])[NH:31][CH2:30][CH2:29][N:22]1[CH2:23][CH2:24][N:19]([C:17]([C:16]2[C:11]3[N:10]([CH2:26][CH3:27])[C:9]([C:5]4[C:4]([NH2:3])=[N:8][O:7][N:6]=4)=[N:25][C:12]=3[CH:13]=[N:14][CH:15]=2)=[O:18])[CH2:20][CH2:21]1)([CH3:37])([CH3:36])[CH3:35]. The catalyst class is: 26. (2) Reactant: [OH:1][C:2]1[CH:12]=[CH:11][C:5]([C:6]([O:8][CH2:9][CH3:10])=[O:7])=[CH:4][CH:3]=1.Cl.[CH3:14][N:15]([CH3:19])[CH2:16][CH2:17]Cl.C(=O)([O-])[O-].[K+].[K+].O. Product: [CH3:14][N:15]([CH3:19])[CH2:16][CH2:17][O:1][C:2]1[CH:3]=[CH:4][C:5]([C:6]([O:8][CH2:9][CH3:10])=[O:7])=[CH:11][CH:12]=1. The catalyst class is: 9. (3) Reactant: [N+:1]([C:4]1[CH:12]=[CH:11][C:7]([C:8](Cl)=[O:9])=[CH:6][CH:5]=1)([O-:3])=[O:2].[NH:13]1[CH2:18][CH2:17][O:16][CH2:15][CH2:14]1. The catalyst class is: 2. Product: [N:13]1([C:8]([C:7]2[CH:11]=[CH:12][C:4]([N+:1]([O-:3])=[O:2])=[CH:5][CH:6]=2)=[O:9])[CH2:18][CH2:17][O:16][CH2:15][CH2:14]1. (4) Reactant: [NH2:1][C:2]1[O:6][C:5]([C:7]([O:9][CH3:10])=[O:8])=[CH:4][CH:3]=1.[CH:11](OCC)(OCC)OCC.[CH3:21][C:22]1([CH3:30])[O:29][C:27](=[O:28])[CH2:26][C:24](=[O:25])[O:23]1. Product: [CH3:10][O:9][C:7]([C:5]1[O:6][C:2]([NH:1][CH:11]=[C:26]2[C:27](=[O:28])[O:29][C:22]([CH3:30])([CH3:21])[O:23][C:24]2=[O:25])=[CH:3][CH:4]=1)=[O:8]. The catalyst class is: 32. (5) Reactant: Cl.[NH2:2][OH:3].C(=O)([O-])[O-].[K+].[K+].[I:10][C:11]1[CH:12]=[CH:13][C:14]2[N:15]([CH:17]=[C:18]([C:20]3[CH:27]=[CH:26][C:23]([C:24]#[N:25])=[CH:22][CH:21]=3)[N:19]=2)[CH:16]=1. Product: [OH:3][NH:2][C:24](=[NH:25])[C:23]1[CH:22]=[CH:21][C:20]([C:18]2[N:19]=[C:14]3[CH:13]=[CH:12][C:11]([I:10])=[CH:16][N:15]3[CH:17]=2)=[CH:27][CH:26]=1. The catalyst class is: 5. (6) The catalyst class is: 75. Reactant: Br[C:2]1[CH:3]=[C:4]([NH:8][C:9]2[N:14]=[C:13]([C:15]([F:18])([F:17])[F:16])[CH:12]=[CH:11][N:10]=2)[CH:5]=[CH:6][CH:7]=1.[CH3:19][C:20]1([CH3:36])[C:24]([CH3:26])([CH3:25])[O:23][B:22]([B:22]2[O:23][C:24]([CH3:26])([CH3:25])[C:20]([CH3:36])([CH3:19])[O:21]2)[O:21]1.CC([O-])=O.[K+]. Product: [CH3:19][C:20]1([CH3:36])[C:24]([CH3:26])([CH3:25])[O:23][B:22]([C:2]2[CH:3]=[C:4]([NH:8][C:9]3[N:14]=[C:13]([C:15]([F:18])([F:17])[F:16])[CH:12]=[CH:11][N:10]=3)[CH:5]=[CH:6][CH:7]=2)[O:21]1.